This data is from Forward reaction prediction with 1.9M reactions from USPTO patents (1976-2016). The task is: Predict the product of the given reaction. (1) Given the reactants [CH3:1][NH:2][CH2:3][C:4]1[CH:9]=[CH:8][C:7]([N+:10]([O-:12])=[O:11])=[CH:6][CH:5]=1.[CH3:13][O:14][CH:15]([O:18][CH3:19])[CH:16]=O.C([BH3-])#N.[Na+], predict the reaction product. The product is: [CH3:1][N:2]([CH2:16][CH:15]([O:18][CH3:19])[O:14][CH3:13])[CH2:3][C:4]1[CH:5]=[CH:6][C:7]([N+:10]([O-:12])=[O:11])=[CH:8][CH:9]=1. (2) Given the reactants [O:1]1[C:5]2([CH2:10][CH2:9][CH:8]([C:11](OCC)=[O:12])[CH2:7][CH2:6]2)[O:4][CH2:3][CH2:2]1.[H-].[Al+3].[Li+].[H-].[H-].[H-].[OH-].[Na+].[O-]S([O-])(=O)=O.[Na+].[Na+], predict the reaction product. The product is: [O:1]1[C:5]2([CH2:10][CH2:9][CH:8]([CH2:11][OH:12])[CH2:7][CH2:6]2)[O:4][CH2:3][CH2:2]1.